This data is from Reaction yield outcomes from USPTO patents with 853,638 reactions. The task is: Predict the reaction yield, written as a fraction of the theoretical maximum amount of product (1.0 means a 100% yield; for example, 0.34 means a 34% yield). (1) The reactants are [NH2:1][C:2]1[CH:7]=[CH:6][C:5]([C:8]2[N:13]=[C:12]([N:14]3[CH2:20][CH:19]4[O:21][CH:16]([CH2:17][CH2:18]4)[CH2:15]3)[N:11]=[C:10]([C:22]3[CH:27]=[CH:26][C:25]([NH:28][C:29]([NH:31][CH3:32])=[O:30])=[CH:24][CH:23]=3)[N:9]=2)=[CH:4][CH:3]=1.[N:33]1[CH:38]=[CH:37][C:36]([NH:39][C:40](=O)[O:41]C2C=CC=CC=2)=[CH:35][CH:34]=1. No catalyst specified. The product is [CH3:32][NH:31][C:29]([NH:28][C:25]1[CH:26]=[CH:27][C:22]([C:10]2[N:11]=[C:12]([N:14]3[CH2:20][CH:19]4[O:21][CH:16]([CH2:17][CH2:18]4)[CH2:15]3)[N:13]=[C:8]([C:5]3[CH:4]=[CH:3][C:2]([NH:1][C:40](=[O:41])[NH:39][C:36]4[CH:37]=[CH:38][N:33]=[CH:34][CH:35]=4)=[CH:7][CH:6]=3)[N:9]=2)=[CH:23][CH:24]=1)=[O:30]. The yield is 0.0400. (2) The reactants are C[O:2][C:3](=[O:20])[CH:4]([C:11]1[CH:16]=[CH:15][CH:14]=[C:13]([N+:17]([O-:19])=[O:18])[CH:12]=1)[CH2:5][CH:6]1[CH2:10][CH2:9][CH2:8][CH2:7]1.[OH-].[Li+]. The catalyst is O1CCCC1.O. The product is [CH:6]1([CH2:5][CH:4]([C:11]2[CH:16]=[CH:15][CH:14]=[C:13]([N+:17]([O-:19])=[O:18])[CH:12]=2)[C:3]([OH:20])=[O:2])[CH2:10][CH2:9][CH2:8][CH2:7]1. The yield is 0.919. (3) The product is [O:27]=[C:28]1[CH:32]=[CH:31][C:30](=[O:33])[N:29]1[CH2:34][CH2:35][CH2:36][NH:37][C:15](=[O:17])[C:14]1[CH:13]=[CH:12][C:11]([CH2:10][C:2]2([F:1])[CH2:9][CH2:8][CH2:7][CH2:6][CH2:5][C:4]#[C:3]2)=[CH:19][CH:18]=1. The catalyst is C(Cl)Cl. The yield is 0.650. The reactants are [F:1][C:2]1([CH2:10][C:11]2[CH:19]=[CH:18][C:14]([C:15]([OH:17])=O)=[CH:13][CH:12]=2)[CH2:9][CH2:8][CH2:7][CH2:6][CH2:5][C:4]#[C:3]1.FC(F)(F)C([O-])=O.[O:27]=[C:28]1[CH:32]=[CH:31][C:30](=[O:33])[N:29]1[CH2:34][CH2:35][CH2:36][NH3+:37].ON1C2C=CC=CC=2N=N1. (4) The reactants are Br[C:2]1[CH:10]=[CH:9][CH:8]=[C:7]2[C:3]=1[CH:4]=[N:5][N:6]2[C:11]1[CH:12]=[C:13]([CH3:17])[CH:14]=[CH:15][CH:16]=1.[NH:18]1[CH2:22][CH2:21][NH:20][C:19]1=[O:23].C(=O)([O-])[O-].[Cs+].[Cs+].CC1(C)C2C=CC=C(P(C3C=CC=CC=3)C3C=CC=CC=3)C=2OC2C1=CC=CC=2P(C1C=CC=CC=1)C1C=CC=CC=1. The catalyst is C(COC)OC.[Cl-].[Na+].O.C1C=CC(/C=C/C(/C=C/C2C=CC=CC=2)=O)=CC=1.C1C=CC(/C=C/C(/C=C/C2C=CC=CC=2)=O)=CC=1.C1C=CC(/C=C/C(/C=C/C2C=CC=CC=2)=O)=CC=1.[Pd].[Pd].C(OCC)(=O)C.O. The product is [C:13]1([CH3:17])[CH:14]=[CH:15][CH:16]=[C:11]([N:6]2[C:7]3[C:3](=[C:2]([N:18]4[CH2:22][CH2:21][NH:20][C:19]4=[O:23])[CH:10]=[CH:9][CH:8]=3)[CH:4]=[N:5]2)[CH:12]=1. The yield is 0.510.